Dataset: Full USPTO retrosynthesis dataset with 1.9M reactions from patents (1976-2016). Task: Predict the reactants needed to synthesize the given product. (1) Given the product [C:13]1([C:16]2[CH:21]=[CH:20][CH:19]=[CH:18][CH:17]=2)[CH:14]=[CH:15][C:10]([C:8]([NH:7][C@H:4]2[CH2:5][CH2:6][C@H:2]([O:1][S:30]([CH3:29])(=[O:32])=[O:31])[CH2:3]2)=[O:9])=[CH:11][CH:12]=1, predict the reactants needed to synthesize it. The reactants are: [OH:1][C@H:2]1[CH2:6][CH2:5][C@H:4]([NH:7][C:8]([C:10]2[CH:15]=[CH:14][C:13]([C:16]3[CH:21]=[CH:20][CH:19]=[CH:18][CH:17]=3)=[CH:12][CH:11]=2)=[O:9])[CH2:3]1.C(N(CC)CC)C.[CH3:29][S:30](Cl)(=[O:32])=[O:31]. (2) Given the product [Cl:1][C:2]1[NH:3][C:4]2[CH:10]=[C:9]([Cl:11])[CH:8]=[CH:7][C:5]=2[N:6]=1, predict the reactants needed to synthesize it. The reactants are: [Cl:1][C:2]1[NH:3][C:4]2[CH:10]=[CH:9][CH:8]=[CH:7][C:5]=2[N:6]=1.[Cl:11]N1C(=O)CCC1=O.O. (3) Given the product [C:1]([O:5][C:6](=[O:17])[NH:7][C:8]1[CH:13]=[CH:12][C:11]([CH2:14][CH2:15][I:42])=[CH:10][CH:9]=1)([CH3:4])([CH3:3])[CH3:2], predict the reactants needed to synthesize it. The reactants are: [C:1]([O:5][C:6](=[O:17])[NH:7][C:8]1[CH:13]=[CH:12][C:11]([CH2:14][CH2:15]O)=[CH:10][CH:9]=1)([CH3:4])([CH3:3])[CH3:2].N1C=CN=C1.C1(P(C2C=CC=CC=2)C2C=CC=CC=2)C=CC=CC=1.[I:42]I.